Dataset: Forward reaction prediction with 1.9M reactions from USPTO patents (1976-2016). Task: Predict the product of the given reaction. Given the reactants [Cl:1][C:2]1[C:3]([NH:12][C:13]2[N:14]=NC=[CH:17][CH:18]=2)=[N:4][C:5]2[C:10]([N:11]=1)=[CH:9][CH:8]=[CH:7][CH:6]=2.ClC1[C:21](NC2N=NC=CN=2)=[N:22]C2C(N=1)=CC=CC=2.ClC1C(NC2N=NC(C)=C(C)N=2)=NC2C(N=1)=CC=CC=2.ClC1C(NC2C=CN=CC=2)=NC2C(N=1)=CC=CC=2.ClC1C(NC2C=CC=CN=2)=NC2C(N=1)=CC=CC=2.ClC1C(NC2ON=C(C)C=2C)=NC2C(N=1)=CC=CC=2.ClC1C(NC2C=CON=2)=NC2C(N=1)=CC=CC=2, predict the reaction product. The product is: [Cl:1][C:2]1[C:3]([NH:12][C:13]2[CH:18]=[CH:17][N:22]=[CH:21][N:14]=2)=[N:4][C:5]2[C:10]([N:11]=1)=[CH:9][CH:8]=[CH:7][CH:6]=2.